From a dataset of Peptide-MHC class II binding affinity with 134,281 pairs from IEDB. Regression. Given a peptide amino acid sequence and an MHC pseudo amino acid sequence, predict their binding affinity value. This is MHC class II binding data. The peptide sequence is EAGKESCFCYFDCSK. The MHC is DRB1_1201 with pseudo-sequence DRB1_1201. The binding affinity (normalized) is 0.261.